This data is from Forward reaction prediction with 1.9M reactions from USPTO patents (1976-2016). The task is: Predict the product of the given reaction. (1) Given the reactants [F:1][C:2]([F:7])([F:6])[C:3]([OH:5])=[O:4].C(OC(=O)[NH:14][C@H:15]([CH2:34][C:35]1[CH:40]=[CH:39][C:38]([O:41][CH3:42])=[CH:37][CH:36]=1)[C:16]([N:18]1[CH2:21][C:20]([O:29][CH2:30][CH2:31][CH2:32][CH3:33])([C:22]2[CH:27]=[CH:26][CH:25]=[CH:24][C:23]=2[F:28])[CH2:19]1)=[O:17])(C)(C)C, predict the reaction product. The product is: [F:1][C:2]([F:7])([F:6])[C:3]([OH:5])=[O:4].[NH2:14][C@H:15]([CH2:34][C:35]1[CH:40]=[CH:39][C:38]([O:41][CH3:42])=[CH:37][CH:36]=1)[C:16]([N:18]1[CH2:21][C:20]([O:29][CH2:30][CH2:31][CH2:32][CH3:33])([C:22]2[CH:27]=[CH:26][CH:25]=[CH:24][C:23]=2[F:28])[CH2:19]1)=[O:17]. (2) Given the reactants [CH3:1][O:2][C:3]([C:5]1[CH:14]=[CH:13][CH:12]=[C:11]2[C:6]=1[CH:7]=[CH:8][N+:9]([O-])=[CH:10]2)=[O:4].O=P(Cl)(Cl)[Cl:18], predict the reaction product. The product is: [Cl:18][C:10]1[C:11]2[CH:12]=[CH:13][CH:14]=[C:5]([C:3]([O:2][CH3:1])=[O:4])[C:6]=2[CH:7]=[CH:8][N:9]=1. (3) The product is: [C:33]([O:31][CH2:30][C@H:7]1[CH2:6][C@@H:5]([O:4][C:1](=[O:3])[CH3:2])[CH2:10][CH2:9][C@@:8]1([C@H:12]1[CH2:20][CH2:19][C@@:18]2([CH3:21])[C@@H:14]([CH2:15][CH2:16][C@@:17]2([OH:27])[C:22]2[S:23][CH:24]=[CH:25][CH:26]=2)[C@@H:13]1[CH2:28][OH:29])[CH3:11])(=[O:34])[CH3:32]. Given the reactants [C:1]([O:4][C@H:5]1[CH2:10][CH2:9][C@@:8]([C@H:12]2[CH2:20][CH2:19][C@@:18]3([CH3:21])[C@@H:14]([CH2:15][CH2:16][C@@:17]3([OH:27])[C:22]3[S:23][CH:24]=[CH:25][CH:26]=3)[C@@H:13]2[CH2:28][OH:29])([CH3:11])[C@@H:7]([CH2:30][OH:31])[CH2:6]1)(=[O:3])[CH3:2].[CH3:32][C:33](OC(C)=O)=[O:34], predict the reaction product. (4) Given the reactants [O:1]1[CH:5]=[CH:4][CH:3]=[C:2]1[C:6]1[CH:11]=[C:10]([S:12][CH3:13])[N:9]=[C:8]([NH2:14])[N:7]=1.[Cl:15]N1C(=O)CCC1=O, predict the reaction product. The product is: [Cl:15][C:11]1[C:6]([C:2]2[O:1][CH:5]=[CH:4][CH:3]=2)=[N:7][C:8]([NH2:14])=[N:9][C:10]=1[S:12][CH3:13]. (5) Given the reactants [H-].[Na+].[CH:3]([NH:6][C:7]1[C:12]([C:13](=O)[CH3:14])=[CH:11][N:10]=[C:9]([S:16][CH3:17])[N:8]=1)([CH3:5])[CH3:4].[Cl-].[Na+].[O:20]1[CH2:25][CH2:24]OCC1, predict the reaction product. The product is: [CH:3]([N:6]1[C:7]2[N:8]=[C:9]([S:16][CH3:17])[N:10]=[CH:11][C:12]=2[C:13]([CH3:14])=[CH:24][C:25]1=[O:20])([CH3:4])[CH3:5]. (6) Given the reactants [NH:1]1[C:9]2[C:4](=[N:5][C:6]([C@@H:10]([NH:12][S@@](C(C)(C)C)=O)[CH3:11])=[CH:7][CH:8]=2)[CH:3]=[CH:2]1.[ClH:19], predict the reaction product. The product is: [ClH:19].[NH:1]1[C:9]2[C:4](=[N:5][C:6]([C@@H:10]([NH2:12])[CH3:11])=[CH:7][CH:8]=2)[CH:3]=[CH:2]1. (7) Given the reactants Br[C:2]1[C:11]2[C:6](=[CH:7][CH:8]=[CH:9][CH:10]=2)[CH:5]=[N:4][CH:3]=1.[CH3:12][O:13][C:14]1[CH:19]=[CH:18][CH:17]=[CH:16][C:15]=1B(O)O.C([O-])([O-])=O.[K+].[K+], predict the reaction product. The product is: [CH3:12][O:13][C:14]1[CH:19]=[CH:18][CH:17]=[CH:16][C:15]=1[C:2]1[C:11]2[C:6](=[CH:7][CH:8]=[CH:9][CH:10]=2)[CH:5]=[N:4][CH:3]=1. (8) Given the reactants [OH:1][C@@H:2]1[CH2:7][O:6][C:4](=[O:5])[CH2:3]1.[C:8](Cl)([C:10]1[CH:15]=[CH:14][CH:13]=[CH:12][CH:11]=1)=[O:9], predict the reaction product. The product is: [C:8]([O:1][C@@H:2]1[CH2:7][O:6][C:4](=[O:5])[CH2:3]1)(=[O:9])[C:10]1[CH:15]=[CH:14][CH:13]=[CH:12][CH:11]=1.